From a dataset of Catalyst prediction with 721,799 reactions and 888 catalyst types from USPTO. Predict which catalyst facilitates the given reaction. (1) Reactant: Cl.[NH2:2][CH2:3][CH2:4][C:5]([O:7][CH2:8][CH3:9])=[O:6].[C:10]([C:12]1[CH:13]=[CH:14][C:15]([OH:38])=[C:16]([S:18]([NH:21][CH2:22][CH2:23][C:24]2[CH:29]=[CH:28][C:27]([CH:30]([CH3:32])[CH3:31])=[CH:26][C:25]=2[NH:33][CH2:34][C:35](O)=[O:36])(=[O:20])=[O:19])[CH:17]=1)#[N:11].O.ON1C2C=CC=CC=2N=N1.Cl.CN(C)CCCN=C=NCC.Cl. Product: [C:10]([C:12]1[CH:13]=[CH:14][C:15]([OH:38])=[C:16]([S:18]([NH:21][CH2:22][CH2:23][C:24]2[CH:29]=[CH:28][C:27]([CH:30]([CH3:32])[CH3:31])=[CH:26][C:25]=2[NH:33][CH2:34][C:35]([NH:2][CH2:3][CH2:4][C:5]([O:7][CH2:8][CH3:9])=[O:6])=[O:36])(=[O:19])=[O:20])[CH:17]=1)#[N:11]. The catalyst class is: 289. (2) Reactant: Cl.[NH2:2][C:3]1[C:12]2[C:7](=[CH:8][CH:9]=[CH:10][CH:11]=2)[C:6]([OH:13])=[CH:5][CH:4]=1.[C:14]([O:18][C:19](O[C:19]([O:18][C:14]([CH3:17])([CH3:16])[CH3:15])=[O:20])=[O:20])([CH3:17])([CH3:16])[CH3:15]. Product: [C:14]([O:18][C:19](=[O:20])[NH:2][C:3]1[C:12]2[C:7](=[CH:8][CH:9]=[CH:10][CH:11]=2)[C:6]([OH:13])=[CH:5][CH:4]=1)([CH3:17])([CH3:16])[CH3:15]. The catalyst class is: 1. (3) Reactant: [CH2:1]([OH:11])[CH2:2][CH2:3][CH2:4][CH2:5][CH2:6][CH2:7][CH2:8][CH2:9][OH:10].O=[CH:13][C@@H:14]([C@@H:16]([C@H:18]([C@H:20]([CH3:22])[OH:21])[OH:19])[OH:17])[OH:15]. Product: [O:11]([CH2:1][CH2:2][CH2:3][CH2:4][CH2:5][CH2:6][CH2:7][CH2:8][CH2:9][OH:10])[CH:13]1[O:21][C@@H:20]([CH3:22])[C@H:18]([OH:19])[C@@H:16]([OH:17])[C@H:14]1[OH:15]. The catalyst class is: 12. (4) Reactant: [NH2:1][C:2]1[CH:10]=[CH:9][CH:8]=[CH:7][C:3]=1[C:4](O)=[O:5].Cl.[NH2:12][CH2:13][C:14]1[CH:23]=[CH:22][C:17]([C:18]([O:20][CH3:21])=[O:19])=[CH:16][CH:15]=1.CN(C(ON1N=NC2C=CC=NC1=2)=[N+](C)C)C.F[P-](F)(F)(F)(F)F.C(N(CC)C(C)C)(C)C. Product: [NH2:1][C:2]1[CH:10]=[CH:9][CH:8]=[CH:7][C:3]=1[C:4]([NH:12][CH2:13][C:14]1[CH:15]=[CH:16][C:17]([C:18]([O:20][CH3:21])=[O:19])=[CH:22][CH:23]=1)=[O:5]. The catalyst class is: 204.